Task: Predict hERG channel inhibition at various concentrations.. Dataset: hERG Central: cardiac toxicity at 1µM, 10µM, and general inhibition (1) The molecule is CN(Cc1ccccc1)C(=O)C1CCCN(Cc2ccc(Cl)cc2)C1.O=C(O)C(=O)O. Results: hERG_inhib (hERG inhibition (general)): blocker. (2) The drug is CCN1CCN(c2cc(C)c3cc(NC(=S)NCc4cccs4)ccc3n2)CC1. Results: hERG_inhib (hERG inhibition (general)): blocker. (3) The molecule is O=C(/C=C/c1ccccc1)NC1CC2CCCC(C1)N2Cc1ccccc1. Results: hERG_inhib (hERG inhibition (general)): blocker. (4) The drug is CCOc1cccc2sc(N(CCN(C)C)C(=O)c3cc4ccccc4cc3OC)nc12.Cl. Results: hERG_inhib (hERG inhibition (general)): blocker. (5) The compound is COc1ccc(S(=O)(=O)N(CC(=O)Nc2ccccc2C(=O)N2CCOCC2)c2ccc(F)cc2)cc1. Results: hERG_inhib (hERG inhibition (general)): blocker.